From a dataset of NCI-60 drug combinations with 297,098 pairs across 59 cell lines. Regression. Given two drug SMILES strings and cell line genomic features, predict the synergy score measuring deviation from expected non-interaction effect. (1) Drug 1: C1CCN(CC1)CCOC2=CC=C(C=C2)C(=O)C3=C(SC4=C3C=CC(=C4)O)C5=CC=C(C=C5)O. Drug 2: C1=C(C(=O)NC(=O)N1)N(CCCl)CCCl. Cell line: SF-295. Synergy scores: CSS=58.9, Synergy_ZIP=3.25, Synergy_Bliss=4.84, Synergy_Loewe=4.68, Synergy_HSA=4.95. (2) Drug 1: C1=CC(=CC=C1CCC2=CNC3=C2C(=O)NC(=N3)N)C(=O)NC(CCC(=O)O)C(=O)O. Drug 2: C#CCC(CC1=CN=C2C(=N1)C(=NC(=N2)N)N)C3=CC=C(C=C3)C(=O)NC(CCC(=O)O)C(=O)O. Cell line: HT29. Synergy scores: CSS=35.6, Synergy_ZIP=-3.38, Synergy_Bliss=-4.81, Synergy_Loewe=-0.658, Synergy_HSA=-0.267. (3) Drug 1: CCC(=C(C1=CC=CC=C1)C2=CC=C(C=C2)OCCN(C)C)C3=CC=CC=C3.C(C(=O)O)C(CC(=O)O)(C(=O)O)O. Drug 2: COCCOC1=C(C=C2C(=C1)C(=NC=N2)NC3=CC=CC(=C3)C#C)OCCOC.Cl. Cell line: SF-539. Synergy scores: CSS=7.04, Synergy_ZIP=-3.91, Synergy_Bliss=1.83, Synergy_Loewe=0.903, Synergy_HSA=0.993. (4) Drug 1: CN1CCC(CC1)COC2=C(C=C3C(=C2)N=CN=C3NC4=C(C=C(C=C4)Br)F)OC. Drug 2: CCC1(C2=C(COC1=O)C(=O)N3CC4=CC5=C(C=CC(=C5CN(C)C)O)N=C4C3=C2)O.Cl. Cell line: UO-31. Synergy scores: CSS=34.4, Synergy_ZIP=-6.04, Synergy_Bliss=2.57, Synergy_Loewe=5.10, Synergy_HSA=6.33. (5) Drug 1: CC(C1=C(C=CC(=C1Cl)F)Cl)OC2=C(N=CC(=C2)C3=CN(N=C3)C4CCNCC4)N. Drug 2: C1CN(P(=O)(OC1)NCCCl)CCCl. Cell line: BT-549. Synergy scores: CSS=1.18, Synergy_ZIP=6.75, Synergy_Bliss=11.1, Synergy_Loewe=6.98, Synergy_HSA=6.85. (6) Drug 1: C1=NC2=C(N=C(N=C2N1C3C(C(C(O3)CO)O)F)Cl)N. Drug 2: C1CNP(=O)(OC1)N(CCCl)CCCl. Cell line: SF-539. Synergy scores: CSS=-2.71, Synergy_ZIP=3.96, Synergy_Bliss=5.18, Synergy_Loewe=-0.135, Synergy_HSA=-0.277.